This data is from Drug-target binding data from BindingDB using Ki measurements. The task is: Regression. Given a target protein amino acid sequence and a drug SMILES string, predict the binding affinity score between them. We predict pKi (pKi = -log10(Ki in M); higher means stronger inhibition). Dataset: bindingdb_ki. (1) The small molecule is O=C1OC(CO)(COC(=O)c2ccc(C(F)(F)F)cc2)C/C1=C/c1ccccc1. The target protein (P20444) has sequence MADVYPANDSTASQDVANRFARKGALRQKNVHEVKDHKFIARFFKQPTFCSHCTDFIWGFGKQGFQCQVCCFVVHKRCHEFVTFSCPGADKGPDTDDPRSKHKFKIHTYGSPTFCDHCGSLLYGLIHQGMKCDTCDMNVHKQCVINDPSLCGMDHTEKRGRIYLKAEVTDEKLHVTVRDAKNLIPMDPNGLSDPYVKLKLIPDPKNESKQKTKTIRSNLNPQWNESFTFKLKPSDKDRRLSVEIWDWDRTTRNDFMGSLSFGVSELMKMPASGWYKAHNQEEGEYYNVPIPEGDEEGNMELRQKFEKAKLGPVGNKVISPSEDRKQPSNNLDRVKLTDFNFLMVLGKGSFGKVMLADRKGTEELYAIKILKKDVVIQDDDVECTMVEKRVLALLDKPPFLTQLHSCFQTVDRLYFVMEYVNGGDLMYHIQQVGKFKEPQAVFYAAEISIGLFFLHKRGIIYRDLKLNNVMLNSEGHIKIADFGMCKEHMMDGVTTRTFCG.... The pKi is 7.0. (2) The compound is CC(=O)c1cccc(N2C[C@@H](C(=O)N[C@@H](Cc3ccccc3)[C@@H](O)C[C@H](Cc3ccccc3)NC(=O)COc3c(C)cccc3C)OC2=O)c1. The target protein sequence is PQITLWKRPLVTIRIGGQLKEALLDTGADDTVLEEMNLPGKWKPKMIGGIGGFIKVRQYDQIPIEICGHKAIGTVLVGPTPVNIIGRNLLTQIGCTLNF. The pKi is 7.5. (3) The small molecule is CC(C)C[C@H](NC(=O)[C@H](C)NC(=O)[C@H](CC(C)C)NC(=O)[C@H](C)NC(=O)[C@@H]1CCCN1C(=O)[C@@H]1CCCN1C(=O)[C@@H]1CCCN1C(=O)CNC(=O)[C@H](CC(C)C)NC(=O)[C@H](CC(C)C)NC(=O)[C@H](Cc1ccc(O)cc1)NC(=O)CNC(=O)[C@H](C)NC(=O)[C@H](CO)NC(=O)[C@H](CC(N)=O)NC(=O)[C@H](CC(C)C)NC(=O)[C@@H](NC(=O)[C@H](Cc1c[nH]c2ccccc12)NC(=O)CN)[C@@H](C)O)C(=O)N[C@@H](C)C(N)=O. The target protein (O88626) has sequence MADIQNISLDSPGSVGAVAVPVIFALIFLLGMVGNGLVLAVLLQPGPSAWQEPRSTTDLFILNLAVADLCFILCCVPFQAAIYTLDAWLFGAFVCKTVHLLIYLTMYASSFTLAAVSLDRYLAVRHPLRSRALRTPRNARAAVGLVWLLAALFSAPYLSYYGTVRYGALELCVPAWEDARRRALDVATFAAGYLLPVAVVSLAYGRTLCFLWAAVGPAGAAAAEARRRATGRAGRAMLAVAALYALCWGPHHALILCFWYGRFAFSPATYACRLASHCLAYANSCLNPLVYSLASRHFRARFRRLWPCGRRRHRHHHRAHRALRRVQPASSGPAGYPGDARPRGWSMEPRGDALRGGGETRLTLSPRGPQ. The pKi is 7.1.